From a dataset of Reaction yield outcomes from USPTO patents with 853,638 reactions. Predict the reaction yield, written as a fraction of the theoretical maximum amount of product (1.0 means a 100% yield; for example, 0.34 means a 34% yield). The reactants are [F:1][C:2]([F:13])([F:12])[CH2:3][CH:4]([CH2:7][C:8]([F:11])([F:10])[F:9])[CH:5]=O.[C:14]1(C)[C:15]([S@@:20]([NH2:22])=[O:21])=[CH:16][CH:17]=[CH:18][CH:19]=1.O.[CH3:25]COCC. The catalyst is [O-]CC.[Ti+4].[O-]CC.[O-]CC.[O-]CC. The product is [CH3:25][C:18]1[CH:19]=[CH:14][C:15]([S:20](/[N:22]=[CH:5]\[CH:4]([CH2:7][C:8]([F:11])([F:10])[F:9])[CH2:3][C:2]([F:13])([F:12])[F:1])=[O:21])=[CH:16][CH:17]=1. The yield is 0.412.